From a dataset of Catalyst prediction with 721,799 reactions and 888 catalyst types from USPTO. Predict which catalyst facilitates the given reaction. (1) Reactant: C([O-])([O-])=O.[K+].[K+].[C:7]1(=[N:12][NH2:13])[CH2:11][CH2:10][CH2:9][CH2:8]1.[C:14](Cl)(=[N:21][OH:22])[C:15]1[CH:20]=[CH:19][CH:18]=[CH:17][CH:16]=1. Product: [C:15]1([C:14]2[N:12]([NH2:13])[C:7]3([CH2:11][CH2:10][CH2:9][CH2:8]3)[O:22][N:21]=2)[CH:20]=[CH:19][CH:18]=[CH:17][CH:16]=1. The catalyst class is: 232. (2) Reactant: [Cl:1][C:2]1[N:7]2[N:8]=[C:9]([C:15]3[CH:20]=[CH:19][CH:18]=[C:17]([CH3:21])[CH:16]=3)[C:10]([C:11](=O)[C:12]#[CH:13])=[C:6]2[CH:5]=[CH:4][CH:3]=1.Cl.[CH:23]1([NH:28][C:29]([NH2:31])=[NH:30])[CH2:27][CH2:26][CH2:25][CH2:24]1.C(=O)([O-])[O-].[K+].[K+].CCOCC. Product: [Cl:1][C:2]1[N:7]2[N:8]=[C:9]([C:15]3[CH:20]=[CH:19][CH:18]=[C:17]([CH3:21])[CH:16]=3)[C:10]([C:11]3[CH:12]=[CH:13][N:31]=[C:29]([NH:28][CH:23]4[CH2:27][CH2:26][CH2:25][CH2:24]4)[N:30]=3)=[C:6]2[CH:5]=[CH:4][CH:3]=1. The catalyst class is: 35.